Predict the reaction yield, written as a fraction of the theoretical maximum amount of product (1.0 means a 100% yield; for example, 0.34 means a 34% yield). From a dataset of Reaction yield outcomes from USPTO patents with 853,638 reactions. (1) The reactants are CC(OI1(OC(C)=O)(OC(C)=O)OC(=O)C2C=CC=CC1=2)=O.[OH:23][CH:24]([C:30]1[CH:35]=[CH:34][C:33]([N:36]2[CH:40]([CH2:41][CH2:42][CH2:43][C:44]3[S:48][C:47]([C:49]([O:51][CH:52]([CH3:54])[CH3:53])=[O:50])=[CH:46][CH:45]=3)[C:39](=[O:55])[NH:38][C:37]2=[O:56])=[CH:32][CH:31]=1)[CH2:25][CH2:26][CH2:27][CH2:28][CH3:29]. The catalyst is C(Cl)Cl. The product is [C:24]([C:30]1[CH:35]=[CH:34][C:33]([N:36]2[CH:40]([CH2:41][CH2:42][CH2:43][C:44]3[S:48][C:47]([C:49]([O:51][CH:52]([CH3:53])[CH3:54])=[O:50])=[CH:46][CH:45]=3)[C:39](=[O:55])[NH:38][C:37]2=[O:56])=[CH:32][CH:31]=1)(=[O:23])[CH2:25][CH2:26][CH2:27][CH2:28][CH3:29]. The yield is 0.560. (2) The reactants are C(OC(=O)[NH:7][C:8]1([CH2:13][NH:14][CH:15]2[CH:22]3[CH2:23][C:18]4([OH:26])[CH2:19][C:20]([OH:25])([CH2:24][CH:16]2[CH2:17]4)[CH2:21]3)[CH2:12][CH2:11][CH2:10][CH2:9]1)(C)(C)C.Cl. The catalyst is CO. The product is [NH2:7][C:8]1([CH2:13][NH:14][CH:15]2[CH:22]3[CH2:21][C:20]4([OH:25])[CH2:19][C:18]([OH:26])([CH2:17][CH:16]2[CH2:24]4)[CH2:23]3)[CH2:12][CH2:11][CH2:10][CH2:9]1. The yield is 0.970. (3) The reactants are [N:1]1[CH:6]=[CH:5][CH:4]=[C:3](B(O)O)[CH:2]=1.C([O-])([O-])=O.[Na+].[Na+].I[C:17]1[CH:22]=[CH:21][C:20]([S:23]([C:26]2[CH:31]=[CH:30][CH:29]=[CH:28][CH:27]=2)(=[O:25])=[O:24])=[C:19]([N+:32]([O-:34])=[O:33])[CH:18]=1.O. The catalyst is C(O)C.O. The product is [N+:32]([C:19]1[CH:18]=[C:17]([C:3]2[CH:2]=[N:1][CH:6]=[CH:5][CH:4]=2)[CH:22]=[CH:21][C:20]=1[S:23]([C:26]1[CH:27]=[CH:28][CH:29]=[CH:30][CH:31]=1)(=[O:25])=[O:24])([O-:34])=[O:33]. The yield is 0.705. (4) The reactants are [OH-].[Na+].C([O:5][C:6]([C:8]1[C:9]([NH:16][CH:17]2[CH2:21][CH2:20][CH2:19][CH2:18]2)=[N:10][C:11]([S:14][CH3:15])=[N:12][CH:13]=1)=[O:7])C.Cl. The catalyst is CCO. The product is [CH:17]1([NH:16][C:9]2[C:8]([C:6]([OH:7])=[O:5])=[CH:13][N:12]=[C:11]([S:14][CH3:15])[N:10]=2)[CH2:18][CH2:19][CH2:20][CH2:21]1. The yield is 0.970. (5) The reactants are [Cl:1][C:2]1[C:9]([F:10])=[CH:8][CH:7]=[C:6]([F:11])[C:3]=1[CH:4]=O.C([O-])(O)=O.[Na+].[OH2:17].[NH2:18]O.Cl. The catalyst is CC#N.CCCC[N+](CCCC)(CCCC)CCCC.[Cl-].CC(O)=O. The product is [Cl:1][C:2]1[C:9]([F:10])=[CH:8][CH:7]=[C:6]([F:11])[C:3]=1[CH:4]=[N:18][OH:17]. The yield is 0.920.